This data is from Experimentally validated miRNA-target interactions with 360,000+ pairs, plus equal number of negative samples. The task is: Binary Classification. Given a miRNA mature sequence and a target amino acid sequence, predict their likelihood of interaction. (1) The miRNA is mmu-miR-3085-3p with sequence UCUGGCUGCUAUGGCCCCCUC. Result: 0 (no interaction). The protein sequence of the target gene is MFPVKVKVEKSELEMAKARNQLDAVLQCLLEKSHMDRERLDEEAGKTPSDTHNKDCSIAATGKRPSARFPHQRRKKRREMDDGLAEGGPQRSNTYVIKLFDRSVDLAQFSENTPLYPICRAWMRNSPSVRERECSPSSPLPPLPEDEEGSEVTNSKSRDVYKLPPPTPPGPPGDACRSRIPSPLQPEMQGTPDDEPSEPEPSPSTLIYRNMQRWKRIRQRWKEASHRNQLRYSESMKILREMYERQ. (2) The miRNA is hsa-miR-298 with sequence AGCAGAAGCAGGGAGGUUCUCCCA. The protein sequence of the target gene is MDPGNENSATEAAAIIDLDPDFEPQSRPRSCTWPLPRPEIANQPSEPPEVEPDLGEKVHTEGRSEPILLPSRLPEPAGGPQPGILGAVTGPRKGGSRRNAWGNQSYAELISQAIESAPEKRLTLAQIYEWMVRTVPYFKDKGDSNSSAGWKNSIRHNLSLHSKFIKVHNEATGKSSWWMLNPEGGKSGKAPRRRAASMDSSSKLLRGRSKAPKKKPSVLPAPPEGATPTSPVGHFAKWSGSPCSRNREEADMWTTFRPRSSSNASSVSTRLSPLRPESEVLAEEIPASVSSYAGGVPPTL.... Result: 0 (no interaction).